From a dataset of Full USPTO retrosynthesis dataset with 1.9M reactions from patents (1976-2016). Predict the reactants needed to synthesize the given product. (1) Given the product [Cl:1][C:2]1[C:7]([CH2:8][O:9][CH:14]2[CH2:15][CH2:16][CH2:17][CH2:18][O:19]2)=[C:6]([Cl:10])[CH:5]=[CH:4][N:3]=1, predict the reactants needed to synthesize it. The reactants are: [Cl:1][C:2]1[C:7]([CH:8]=[O:9])=[C:6]([Cl:10])[CH:5]=[CH:4][N:3]=1.ClC1[C:17]([CH2:18][OH:19])=[C:16](Cl)[CH:15]=[CH:14]N=1.ClC1C=NC=C(Cl)C=1CO.BrC1C=NC=C(Cl)C=1COC1CCCCO1. (2) Given the product [CH3:11][C:3]1[CH:4]=[C:5]([C:8]([CH3:9])=[O:10])[CH:6]=[CH:7][C:2]=1[O:1][CH3:14], predict the reactants needed to synthesize it. The reactants are: [OH:1][C:2]1[CH:7]=[CH:6][C:5]([C:8](=[O:10])[CH3:9])=[CH:4][C:3]=1[CH3:11].IC.[C:14]([O-])([O-])=O.[K+].[K+].